Dataset: Peptide-MHC class I binding affinity with 185,985 pairs from IEDB/IMGT. Task: Regression. Given a peptide amino acid sequence and an MHC pseudo amino acid sequence, predict their binding affinity value. This is MHC class I binding data. (1) The peptide sequence is AQNAISTTF. The MHC is HLA-A02:03 with pseudo-sequence HLA-A02:03. The binding affinity (normalized) is 0.0847. (2) The binding affinity (normalized) is 0.0847. The MHC is HLA-A03:01 with pseudo-sequence HLA-A03:01. The peptide sequence is AAFLDDNAF. (3) The peptide sequence is SQYDPKELL. The MHC is HLA-B51:01 with pseudo-sequence HLA-B51:01. The binding affinity (normalized) is 0.0847. (4) The peptide sequence is FPALRDAIL. The MHC is HLA-B07:02 with pseudo-sequence HLA-B07:02. The binding affinity (normalized) is 0.778. (5) The peptide sequence is PLIDIIRKR. The MHC is HLA-A03:01 with pseudo-sequence HLA-A03:01. The binding affinity (normalized) is 0.00822. (6) The peptide sequence is AKATGRYNL. The MHC is HLA-B58:01 with pseudo-sequence HLA-B58:01. The binding affinity (normalized) is 0.0847. (7) The peptide sequence is NQQGITPNY. The MHC is HLA-B48:01 with pseudo-sequence HLA-B48:01. The binding affinity (normalized) is 0.0847.